This data is from Forward reaction prediction with 1.9M reactions from USPTO patents (1976-2016). The task is: Predict the product of the given reaction. (1) Given the reactants [F:1][C:2]1[CH:10]=[CH:9][CH:8]=[CH:7][C:3]=1[C:4](Cl)=[O:5].[Br:11][C:12]1[CH:18]=[CH:17][C:15]([NH2:16])=[CH:14][CH:13]=1.C(N(CC)C(C)C)(C)C, predict the reaction product. The product is: [Br:11][C:12]1[CH:18]=[CH:17][C:15]([NH:16][C:4](=[O:5])[C:3]2[CH:7]=[CH:8][CH:9]=[CH:10][C:2]=2[F:1])=[CH:14][CH:13]=1. (2) Given the reactants [CH2:1]([N:8]1[CH2:12][CH:11]=[C:10]([CH2:13][OH:14])[CH2:9]1)[C:2]1[CH:7]=[CH:6][CH:5]=[CH:4][CH:3]=1.[Br:15][C:16]1[CH:21]=[CH:20][C:19]([C:22]([F:25])([F:24])[F:23])=[CH:18][C:17]=1O.CCOC(/N=N/C(OCC)=O)=O.C1(P(C2C=CC=CC=2)C2C=CC=CC=2)C=CC=CC=1, predict the reaction product. The product is: [CH2:1]([N:8]1[CH2:12][CH:11]=[C:10]([CH2:13][O:14][C:17]2[CH:18]=[C:19]([C:22]([F:24])([F:25])[F:23])[CH:20]=[CH:21][C:16]=2[Br:15])[CH2:9]1)[C:2]1[CH:7]=[CH:6][CH:5]=[CH:4][CH:3]=1. (3) Given the reactants [CH:1]([Mg]Br)=[CH:2][CH2:3][CH3:4].[F:7][C:8]1[CH:9]=[CH:10][C:11]([O:18][CH3:19])=[C:12]([CH2:14][CH2:15][CH:16]=[O:17])[CH:13]=1.[Cl-].[NH4+], predict the reaction product. The product is: [CH3:19][O:18][C:11]1[CH:10]=[CH:9][C:8]([F:7])=[CH:13][C:12]=1[CH2:14][CH2:15][CH:16]([OH:17])[CH2:1][CH:2]=[CH:3][CH3:4]. (4) Given the reactants Cl[C:2]1[N:7]=[C:6]([NH2:8])[CH:5]=[CH:4][N:3]=1.[NH2:9][C:10]1[N:11]=[CH:12][C:13]([C:16]2[C:17]([F:26])=[C:18]([OH:25])[C:19]([CH:22]3[CH2:24][CH2:23]3)=[CH:20][CH:21]=2)=[N:14][CH:15]=1, predict the reaction product. The product is: [NH2:9][C:10]1[N:11]=[CH:12][C:13]([C:16]2[C:17]([F:26])=[C:18]([C:19]([CH:22]3[CH2:23][CH2:24]3)=[CH:20][CH:21]=2)[O:25][C:2]2[N:7]=[C:6]([NH2:8])[CH:5]=[CH:4][N:3]=2)=[N:14][CH:15]=1.